Task: Binary Classification. Given a T-cell receptor sequence (or CDR3 region) and an epitope sequence, predict whether binding occurs between them.. Dataset: TCR-epitope binding with 47,182 pairs between 192 epitopes and 23,139 TCRs (1) The epitope is TLVPQEHYV. The TCR CDR3 sequence is CASSEKASGLGEQYF. Result: 0 (the TCR does not bind to the epitope). (2) The epitope is LLALHRSYL. The TCR CDR3 sequence is CASSLEGQASSYEQYF. Result: 1 (the TCR binds to the epitope).